From a dataset of Full USPTO retrosynthesis dataset with 1.9M reactions from patents (1976-2016). Predict the reactants needed to synthesize the given product. (1) Given the product [F:22][C:13]1[CH:12]=[C:11]([C:4]2[N:3]=[C:2]([N:25]3[CH2:26][C@@H:27]([CH3:29])[CH2:28][C:24]3([CH3:30])[CH3:23])[C:7]([C:8]([OH:10])=[O:9])=[CH:6][CH:5]=2)[CH:16]=[C:15]([O:17][CH2:18][CH:19]([CH3:21])[CH3:20])[CH:14]=1, predict the reactants needed to synthesize it. The reactants are: Cl[C:2]1[C:7]([C:8]([OH:10])=[O:9])=[CH:6][CH:5]=[C:4]([C:11]2[CH:16]=[C:15]([O:17][CH2:18][CH:19]([CH3:21])[CH3:20])[CH:14]=[C:13]([F:22])[CH:12]=2)[N:3]=1.[CH3:23][C:24]1([CH3:30])[CH2:28][C@H:27]([CH3:29])[CH2:26][NH:25]1.C([O-])([O-])=O.[K+].[K+].[F-].[Cs+].Cl. (2) Given the product [Br:1][C:2]1[N:7]=[C:6]([CH:8]([OH:28])[CH2:9][C:10]2[CH:18]=[C:17]([CH3:19])[C:16]3[C:12](=[CH:13][N:14]([CH2:20][O:21][CH2:22][CH2:23][Si:24]([CH3:25])([CH3:27])[CH3:26])[N:15]=3)[CH:11]=2)[CH:5]=[CH:4][CH:3]=1, predict the reactants needed to synthesize it. The reactants are: [Br:1][C:2]1[N:7]=[C:6]([C:8](=[O:28])[CH2:9][C:10]2[CH:18]=[C:17]([CH3:19])[C:16]3[C:12](=[CH:13][N:14]([CH2:20][O:21][CH2:22][CH2:23][Si:24]([CH3:27])([CH3:26])[CH3:25])[N:15]=3)[CH:11]=2)[CH:5]=[CH:4][CH:3]=1.[BH4-].[Na+].